The task is: Predict the product of the given reaction.. This data is from Forward reaction prediction with 1.9M reactions from USPTO patents (1976-2016). (1) The product is: [CH3:34][C:31]1[CH:32]=[CH:33][C:28]([N:26]2[C:25](=[O:35])[N:18]3[C:19](=[O:24])[NH:20][C:21]4[CH:22]=[CH:23][C:14](/[CH:3]=[CH:2]/[C:1]([O:5][CH2:6][C:7]5[CH:12]=[CH:11][CH:10]=[CH:9][CH:8]=5)=[O:4])=[CH:15][C:16]=4[C:17]3=[N:27]2)=[CH:29][CH:30]=1. Given the reactants [C:1]([O:5][CH2:6][C:7]1[CH:12]=[CH:11][CH:10]=[CH:9][CH:8]=1)(=[O:4])[CH:2]=[CH2:3].Br[C:14]1[CH:23]=[CH:22][C:21]2[NH:20][C:19](=[O:24])[N:18]3[C:25](=[O:35])[N:26]([C:28]4[CH:33]=[CH:32][C:31]([CH3:34])=[CH:30][CH:29]=4)[N:27]=[C:17]3[C:16]=2[CH:15]=1.C1(P(C2C=CC=CC=2)C2C=CC=CC=2)C=CC=CC=1, predict the reaction product. (2) Given the reactants [CH:1]1([C:4]2[N:8]([CH3:9])[C:7]3[CH:10]=[C:11]([N:14]4[CH:19]=[CH:18][C:17]([OH:20])=[CH:16][C:15]4=[O:21])[CH:12]=[CH:13][C:6]=3[N:5]=2)[CH2:3][CH2:2]1.[F:22][C:23]([F:32])([F:31])[C:24]1[S:28][C:27]([CH2:29]O)=[CH:26][CH:25]=1.C(P(CCCC)CCCC)CCC.N(C(N1CCCCC1)=O)=NC(N1CCCCC1)=O, predict the reaction product. The product is: [CH:1]1([C:4]2[N:8]([CH3:9])[C:7]3[CH:10]=[C:11]([N:14]4[CH:19]=[CH:18][C:17]([O:20][CH2:29][C:27]5[S:28][C:24]([C:23]([F:32])([F:31])[F:22])=[CH:25][CH:26]=5)=[CH:16][C:15]4=[O:21])[CH:12]=[CH:13][C:6]=3[N:5]=2)[CH2:2][CH2:3]1.